The task is: Predict the product of the given reaction.. This data is from Forward reaction prediction with 1.9M reactions from USPTO patents (1976-2016). (1) Given the reactants [F:1][C:2]([F:15])([F:14])[S:3]([O:6]S(C(F)(F)F)(=O)=O)(=[O:5])=[O:4].[CH3:16][N:17]1[C:22]2=[C:23]3[C:28](=O)[CH2:27][CH2:26][NH:25][N:24]3[C:30]([C:31]3[CH:36]=[CH:35][CH:34]=[CH:33][CH:32]=3)=[C:21]2[C:20](=[O:37])[N:19]([CH3:38])[C:18]1=[O:39].N1C(C)=CC=CC=1C, predict the reaction product. The product is: [CH3:16][N:17]1[C:18](=[O:39])[N:19]([CH3:38])[C:20](=[O:37])[C:21]2[C:22]1=[C:23]1[N:24]([C:30]=2[C:31]2[CH:36]=[CH:35][CH:34]=[CH:33][CH:32]=2)[NH:25][CH2:26][CH:27]=[C:28]1[O:6][S:3]([C:2]([F:15])([F:14])[F:1])(=[O:5])=[O:4]. (2) Given the reactants [Cl:1][C:2]1[N:3]=[C:4]([CH3:30])[NH:5][C:6]=1[C:7]([NH:9][CH2:10][C:11]1[CH:16]=[CH:15][C:14]([Cl:17])=[C:13]([O:18][C:19]2[CH:24]=[C:23]([CH:25]=C)[CH:22]=[C:21]([C:27]#[N:28])[CH:20]=2)[C:12]=1[F:29])=[O:8].I([O-])(=O)(=O)=[O:32].[Na+], predict the reaction product. The product is: [Cl:1][C:2]1[N:3]=[C:4]([CH3:30])[NH:5][C:6]=1[C:7]([NH:9][CH2:10][C:11]1[CH:16]=[CH:15][C:14]([Cl:17])=[C:13]([O:18][C:19]2[CH:24]=[C:23]([CH:25]=[O:32])[CH:22]=[C:21]([C:27]#[N:28])[CH:20]=2)[C:12]=1[F:29])=[O:8]. (3) The product is: [CH2:19]([C:2]1[CH:11]=[CH:10][C:9]2[C:4](=[C:5]([NH:12][C:13]3[S:14][CH:15]=[C:16]([CH3:18])[N:17]=3)[N:6]=[CH:7][CH:8]=2)[N:3]=1)[CH3:20]. Given the reactants Cl[C:2]1[CH:11]=[CH:10][C:9]2[C:4](=[C:5]([NH:12][C:13]3[S:14][CH:15]=[C:16]([CH3:18])[N:17]=3)[N:6]=[CH:7][CH:8]=2)[N:3]=1.[CH2:19]([Zn]CC)[CH3:20].CCCCCC, predict the reaction product.